From a dataset of Full USPTO retrosynthesis dataset with 1.9M reactions from patents (1976-2016). Predict the reactants needed to synthesize the given product. (1) Given the product [CH3:1][N:2]([CH3:34])[C@@H:3]1[CH2:7][CH2:6][N:5]([C:8]2[N:13]3[C:14]([C:32]#[N:36])=[C:15]([CH2:17][N:18]([CH:29]([CH3:31])[CH3:30])[C@@H:19]4[C:28]5[N:27]=[CH:26][CH:25]=[CH:24][C:23]=5[CH2:22][CH2:21][CH2:20]4)[N:16]=[C:12]3[CH:11]=[CH:10][CH:9]=2)[CH2:4]1, predict the reactants needed to synthesize it. The reactants are: [CH3:1][N:2]([CH3:34])[C@@H:3]1[CH2:7][CH2:6][N:5]([C:8]2[N:13]3[C:14]([CH:32]=O)=[C:15]([CH2:17][N:18]([CH:29]([CH3:31])[CH3:30])[C@@H:19]4[C:28]5[N:27]=[CH:26][CH:25]=[CH:24][C:23]=5[CH2:22][CH2:21][CH2:20]4)[N:16]=[C:12]3[CH:11]=[CH:10][CH:9]=2)[CH2:4]1.Cl.[NH2:36]O. (2) The reactants are: C[Si](C)(C)[N-][Si](C)(C)C.[Li+].[CH:11]([C@@H:14]1[N:19]([C:20]([O:22][CH2:23][CH:24]=[CH2:25])=[O:21])[CH2:18][CH2:17][C:16]([C:26]2[N:27]=[C:28]([SH:31])[S:29][CH:30]=2)=[CH:15]1)([CH3:13])[CH3:12].O(P(OC1C=CC=CC=1)O[C:41]1[C@H:47]([CH3:48])[C@H:46]2[N:43]([C:44](=[O:56])[C@@H:45]2[C@H:49]([O:51][Si:52]([CH3:55])([CH3:54])[CH3:53])[CH3:50])[C:42]=1[C:57]([O:59][CH2:60][CH:61]=[CH2:62])=[O:58])C1C=CC=CC=1.C(#N)C. Given the product [CH2:23]([O:22][C:20]([N:19]1[C@@H:14]([CH:11]([CH3:13])[CH3:12])[CH:15]=[C:16]([C:26]2[N:27]=[C:28]([S:31][C:41]3[C@H:47]([CH3:48])[C@H:46]4[N:43]([C:44](=[O:56])[C@@H:45]4[C@H:49]([O:51][Si:52]([CH3:53])([CH3:54])[CH3:55])[CH3:50])[C:42]=3[C:57]([O:59][CH2:60][CH:61]=[CH2:62])=[O:58])[S:29][CH:30]=2)[CH2:17][CH2:18]1)=[O:21])[CH:24]=[CH2:25], predict the reactants needed to synthesize it. (3) Given the product [ClH:27].[NH2:9][CH2:10][CH2:11][CH2:12][CH2:13][C:15]1[CH:16]=[CH:17][C:18]([O:21][CH3:22])=[CH:19][CH:20]=1, predict the reactants needed to synthesize it. The reactants are: FC(F)(F)S(O)(=O)=O.[NH2:9][CH2:10][CH2:11][CH2:12][C:13]([C:15]1[CH:20]=[CH:19][C:18]([O:21][CH3:22])=[CH:17][CH:16]=1)=O.CC(O)C.[ClH:27]. (4) Given the product [CH3:39][N:38]1[CH2:36][CH2:11][CH2:12][CH2:13]1.[NH2:1][C@:2]([O:60][CH2:61][CH:62]=[CH2:63])([C:8]([NH:10][C@@H:11]([C:36]([NH:38][CH2:39][C:40]([NH2:42])=[O:41])=[O:37])[CH2:12][C:13](=[O:35])[NH:14][NH:15][C:16]([C:23]1[CH:28]=[CH:27][CH:26]=[CH:25][CH:24]=1)([C:17]1[CH:18]=[CH:19][CH:20]=[CH:21][CH:22]=1)[C:29]1[CH:34]=[CH:33][CH:32]=[CH:31][CH:30]=1)=[O:9])[CH2:3][CH2:4][C:5](=[O:6])[OH:7], predict the reactants needed to synthesize it. The reactants are: [NH2:1][C@:2]([O:60][CH2:61][CH:62]=[CH2:63])([C:8]([NH:10][C@@H:11]([C:36]([NH:38][CH2:39][C:40]([NH:42]C(OCC1C2C(=CC=CC=2)C2C1=CC=CC=2)=O)=[O:41])=[O:37])[CH2:12][C:13](=[O:35])[NH:14][NH:15][C:16]([C:29]1[CH:34]=[CH:33][CH:32]=[CH:31][CH:30]=1)([C:23]1[CH:28]=[CH:27][CH:26]=[CH:25][CH:24]=1)[C:17]1[CH:22]=[CH:21][CH:20]=[CH:19][CH:18]=1)=[O:9])[CH2:3][CH2:4][C:5](=[O:7])[OH:6]. (5) Given the product [Cl:26][C:20]1[C:21]([C:23]([NH2:25])=[O:24])=[CH:22][C:17]2[N:16]=[C:15]([CH2:27][CH3:28])[N:14]([C:11]3[CH:10]=[CH:9][C:8]([CH2:7][CH2:6][NH:30][CH3:29])=[CH:13][CH:12]=3)[C:18]=2[CH:19]=1, predict the reactants needed to synthesize it. The reactants are: CS(O[CH2:6][CH2:7][C:8]1[CH:13]=[CH:12][C:11]([N:14]2[C:18]3[CH:19]=[C:20]([Cl:26])[C:21]([C:23]([NH2:25])=[O:24])=[CH:22][C:17]=3[N:16]=[C:15]2[CH2:27][CH3:28])=[CH:10][CH:9]=1)(=O)=O.[CH3:29][NH2:30]. (6) Given the product [C:34]([C:33]1[C:32]2[C:27](=[CH:28][CH:29]=[CH:30][CH:31]=2)[NH:26][C:25]=1[CH2:24][N:23]([CH3:22])[C:19](=[O:21])/[CH:18]=[CH:17]/[C:12]1[CH:13]=[N:14][C:15]2[NH:16][C:7](=[O:6])[CH2:8][CH2:9][C:10]=2[CH:11]=1)#[N:35], predict the reactants needed to synthesize it. The reactants are: C(Cl)CCl.Cl.[O:6]=[C:7]1[NH:16][C:15]2[N:14]=[CH:13][C:12]([CH:17]=[CH:18][C:19]([OH:21])=O)=[CH:11][C:10]=2[CH2:9][CH2:8]1.[CH3:22][NH:23][CH2:24][C:25]1[NH:26][C:27]2[C:32]([C:33]=1[C:34]#[N:35])=[CH:31][CH:30]=[CH:29][CH:28]=2.C1C=CC2N(O)N=NC=2C=1.O.CCN(C(C)C)C(C)C.